This data is from Forward reaction prediction with 1.9M reactions from USPTO patents (1976-2016). The task is: Predict the product of the given reaction. (1) Given the reactants [Si]([O:8][C:9]1([C:12]2[CH:24]=[C:23]3[C:15]([C:16]4[C:17]([C:28]5[CH:33]=[CH:32][CH:31]=[C:30]([N:34]6[CH2:42][C:41]7[C:36](=[CH:37][CH:38]=[CH:39][CH:40]=7)[C:35]6=[O:43])[C:29]=5[CH3:44])=[CH:18][CH:19]=[C:20]([C:25]([NH2:27])=[O:26])[C:21]=4[NH:22]3)=[CH:14][CH:13]=2)[CH2:11][CH2:10]1)(C(C)(C)C)(C)C.[F-].C([N+](CCCC)(CCCC)CCCC)CCC, predict the reaction product. The product is: [OH:8][C:9]1([C:12]2[CH:24]=[C:23]3[C:15]([C:16]4[C:17]([C:28]5[CH:33]=[CH:32][CH:31]=[C:30]([N:34]6[CH2:42][C:41]7[C:36](=[CH:37][CH:38]=[CH:39][CH:40]=7)[C:35]6=[O:43])[C:29]=5[CH3:44])=[CH:18][CH:19]=[C:20]([C:25]([NH2:27])=[O:26])[C:21]=4[NH:22]3)=[CH:14][CH:13]=2)[CH2:10][CH2:11]1. (2) Given the reactants [NH2:1][C:2]1[CH:10]=[CH:9][C:8]([I:11])=[CH:7][C:3]=1[C:4](O)=[O:5].C(O)(=O)C.[CH:16](N)=[NH:17].O, predict the reaction product. The product is: [I:11][C:8]1[CH:7]=[C:3]2[C:2](=[CH:10][CH:9]=1)[N:1]=[CH:16][NH:17][C:4]2=[O:5]. (3) The product is: [C:32]([N:34]1[CH2:35][CH:36]=[C:37]([C:2]2[CH:3]=[C:4]([CH:8]3[N:12]([C:13]4[CH:18]=[CH:17][CH:16]=[CH:15][C:14]=4[Cl:19])[N:11]=[C:10]([C:20]([F:26])([F:25])[C:21]([F:22])([F:24])[F:23])[CH2:9]3)[CH:5]=[CH:6][CH:7]=2)[CH2:38][CH2:39]1)([O:31][C:27]([CH3:30])([CH3:29])[CH3:28])=[O:33]. Given the reactants Br[C:2]1[CH:3]=[C:4]([CH:8]2[N:12]([C:13]3[CH:18]=[CH:17][CH:16]=[CH:15][C:14]=3[Cl:19])[N:11]=[C:10]([C:20]([F:26])([F:25])[C:21]([F:24])([F:23])[F:22])[CH2:9]2)[CH:5]=[CH:6][CH:7]=1.[C:27]([O:31][C:32]([N:34]1[CH2:39][CH:38]=[C:37](B2OC(C)(C)C(C)(C)O2)[CH2:36][CH2:35]1)=[O:33])([CH3:30])([CH3:29])[CH3:28].C(=O)([O-])[O-].[K+].[K+], predict the reaction product. (4) Given the reactants [C:1]([C:3]1[C:12]([N:13]2[CH2:18][CH2:17][NH:16][C@H:15]([CH:19]3[CH2:21][CH2:20]3)[CH2:14]2)=[N:11][C:10]([CH:22]2[CH2:24][CH2:23]2)=[C:9]2[C:4]=1[CH2:5][CH2:6][N:7]([C:25]([O:27][C:28]([CH3:31])([CH3:30])[CH3:29])=[O:26])[CH2:8]2)#[N:2].CCN(C(C)C)C(C)C.[CH:41]1([C:44](Cl)=[O:45])[CH2:43][CH2:42]1, predict the reaction product. The product is: [C:1]([C:3]1[C:12]([N:13]2[CH2:18][CH2:17][N:16]([C:44]([CH:41]3[CH2:43][CH2:42]3)=[O:45])[C@H:15]([CH:19]3[CH2:20][CH2:21]3)[CH2:14]2)=[N:11][C:10]([CH:22]2[CH2:24][CH2:23]2)=[C:9]2[C:4]=1[CH2:5][CH2:6][N:7]([C:25]([O:27][C:28]([CH3:31])([CH3:30])[CH3:29])=[O:26])[CH2:8]2)#[N:2]. (5) Given the reactants [N+:1]([C:4]1[CH:9]=[CH:8][C:7]([CH2:10][C:11]([OH:13])=[O:12])=[CH:6][CH:5]=1)([O-:3])=[O:2].S(=O)(=O)(O)O.[CH3:19]O, predict the reaction product. The product is: [N+:1]([C:4]1[CH:5]=[CH:6][C:7]([CH2:10][C:11]([O:13][CH3:19])=[O:12])=[CH:8][CH:9]=1)([O-:3])=[O:2]. (6) Given the reactants [Cl:1]/[CH:2]=[C:3]1/[C:4](=[O:12])[C:5]2[CH:11]=[CH:10][S:9][C:6]=2[S:7][CH2:8]/1, predict the reaction product. The product is: [Cl:1]/[CH:2]=[C:3]1\[C:4](=[O:12])[C:5]2[CH:11]=[CH:10][S:9][C:6]=2[S:7][CH2:8]\1. (7) Given the reactants [CH2:1]([O:3][CH2:4][C@@H:5]1[CH2:9][O:8][C:7](=[O:10])[N:6]1[C:11]1[CH:16]=[CH:15][C:14]([C:17]([N:19]2[CH2:24][CH2:23][NH:22][CH2:21][CH2:20]2)=[O:18])=[C:13]([F:25])[CH:12]=1)[CH3:2].[Cl:26][C:27]1[C:32]([Cl:33])=[CH:31][C:30]([Cl:34])=[C:29](Cl)[N:28]=1, predict the reaction product. The product is: [CH2:1]([O:3][CH2:4][C@@H:5]1[CH2:9][O:8][C:7](=[O:10])[N:6]1[C:11]1[CH:16]=[CH:15][C:14]([C:17]([N:19]2[CH2:24][CH2:23][N:22]([C:29]3[C:30]([Cl:34])=[CH:31][C:32]([Cl:33])=[C:27]([Cl:26])[N:28]=3)[CH2:21][CH2:20]2)=[O:18])=[C:13]([F:25])[CH:12]=1)[CH3:2]. (8) Given the reactants [C:1]([O:6][CH2:7][CH2:8]CC[CH2:8][CH2:7][O:6][C:1](=[O:5])[C:2]([CH3:4])=[CH2:3])(=[O:5])[C:2]([CH3:4])=[CH2:3].O=C1CC(C)(C)CC(C)=C1.[N-:29]=C=O.C([O-])(=O)CCCCCCCCCCC.C([O-])(=O)CCCCCCCCCCC.C([Sn+2]CCCC)CCC.C(OCCO)(=O)C(C)=C.OC1C=C(O)C=CC=1O, predict the reaction product. The product is: [C:1]([OH:6])(=[O:5])[C:2]([CH3:4])=[CH2:3].[C:1]([OH:6])(=[O:5])[C:2]([CH3:4])=[CH2:3].[NH2:29][C:1]([O:6][CH2:7][CH3:8])=[O:5].